From a dataset of Full USPTO retrosynthesis dataset with 1.9M reactions from patents (1976-2016). Predict the reactants needed to synthesize the given product. (1) The reactants are: C1(CCN2C3C(=CC=CC=3)C(O)(C3C(O)=CC4OCOC=4C=3)C2=O)CC1.[C:27]1([CH:33]([C:55]2[CH:60]=[CH:59][CH:58]=[CH:57][CH:56]=2)[N:34]2[C:42]3[C:37](=[CH:38][CH:39]=[CH:40][CH:41]=3)[C:36](O)([C:43]3[C:51]([OH:52])=[CH:50][C:46]4[CH2:47][CH2:48][O:49][C:45]=4[CH:44]=3)[C:35]2=[O:54])[CH:32]=[CH:31][CH:30]=[CH:29][CH:28]=1. Given the product [C:55]1([CH:33]([C:27]2[CH:32]=[CH:31][CH:30]=[CH:29][CH:28]=2)[N:34]2[C:42]3[C:37](=[CH:38][CH:39]=[CH:40][CH:41]=3)[CH:36]([C:43]3[C:51]([OH:52])=[CH:50][C:46]4[CH2:47][CH2:48][O:49][C:45]=4[CH:44]=3)[C:35]2=[O:54])[CH:56]=[CH:57][CH:58]=[CH:59][CH:60]=1, predict the reactants needed to synthesize it. (2) Given the product [CH2:1]([O:3][C:4](=[O:31])[C:5]([N:12]1[CH2:17][CH2:16][N:15]([C:18]2[CH:23]=[CH:22][C:21]([C:24]3[O:28][N:27]=[C:26]([CH3:29])[N:25]=3)=[CH:20][C:19]=2[F:30])[CH2:14][CH2:13]1)([C:6]1[CH:11]=[CH:10][CH:9]=[CH:8][CH:7]=1)[CH3:32])[CH3:2], predict the reactants needed to synthesize it. The reactants are: [CH2:1]([O:3][C:4](=[O:31])[CH:5]([N:12]1[CH2:17][CH2:16][N:15]([C:18]2[CH:23]=[CH:22][C:21]([C:24]3[O:28][N:27]=[C:26]([CH3:29])[N:25]=3)=[CH:20][C:19]=2[F:30])[CH2:14][CH2:13]1)[C:6]1[CH:11]=[CH:10][CH:9]=[CH:8][CH:7]=1)[CH3:2].[CH3:32][Si]([N-][Si](C)(C)C)(C)C.[Na+].CI.[Cl-].[NH4+].